The task is: Predict the reactants needed to synthesize the given product.. This data is from Full USPTO retrosynthesis dataset with 1.9M reactions from patents (1976-2016). (1) The reactants are: [CH2:1]([O:3][C:4](=[O:23])[C@@H:5]([O:21][CH3:22])[CH2:6][C:7]1[CH:12]=[CH:11][C:10](OS(C(F)(F)F)(=O)=O)=[CH:9][CH:8]=1)[CH3:2].C(=O)([O-])[O-].[Na+].[Na+].[OH:30][CH2:31][C:32]1[CH:37]=[CH:36][C:35](B(O)O)=[CH:34][CH:33]=1. Given the product [CH2:1]([O:3][C:4](=[O:23])[C@@H:5]([O:21][CH3:22])[CH2:6][C:7]1[CH:12]=[CH:11][C:10]([C:35]2[CH:36]=[CH:37][C:32]([CH2:31][OH:30])=[CH:33][CH:34]=2)=[CH:9][CH:8]=1)[CH3:2], predict the reactants needed to synthesize it. (2) Given the product [C:22]([OH:41])(=[O:40])[CH2:23][CH2:24][CH2:25][CH2:26][CH2:27][CH2:28][CH2:29]/[CH:30]=[CH:31]\[CH2:32][CH2:33][CH2:34][CH2:35][CH2:36][CH2:37][CH2:38][CH3:39].[C:22]([OH:41])(=[O:40])[CH2:23][CH2:24][CH2:25][CH2:26][CH2:27][CH2:28][CH2:29]/[CH:30]=[CH:31]\[CH2:32][CH2:33][CH2:34][CH2:35][CH2:36][CH2:37][CH2:38][CH3:39].[NH2:1][C@H:2]([C:8]([O-:10])=[O:9])[CH2:3][CH2:4][CH2:5][CH2:6][NH2:7].[Mg+2:11].[NH2:12][C@H:13]([C:19]([O-:21])=[O:20])[CH2:14][CH2:15][CH2:16][CH2:17][NH2:18], predict the reactants needed to synthesize it. The reactants are: [NH2:1][C@H:2]([C:8]([O-:10])=[O:9])[CH2:3][CH2:4][CH2:5][CH2:6][NH2:7].[Mg+2:11].[NH2:12][C@H:13]([C:19]([O-:21])=[O:20])[CH2:14][CH2:15][CH2:16][CH2:17][NH2:18].[C:22]([OH:41])(=[O:40])[CH2:23][CH2:24][CH2:25][CH2:26][CH2:27][CH2:28][CH2:29]/[CH:30]=[CH:31]\[CH2:32][CH2:33][CH2:34][CH2:35][CH2:36][CH2:37][CH2:38][CH3:39]. (3) Given the product [Br:1][C:2]1[CH:3]=[C:4]2[C:9](=[CH:10][CH:11]=1)[N:8]1[CH:12]=[CH:13][CH:14]=[C:7]1[CH:6]([C:15]([CH3:18])([CH3:17])[CH3:16])[N:5]2[C:23](=[O:24])[C:22]1[CH:26]=[CH:27][C:28]([O:30][CH3:31])=[CH:29][C:21]=1[O:20][CH3:19], predict the reactants needed to synthesize it. The reactants are: [Br:1][C:2]1[CH:3]=[C:4]2[C:9](=[CH:10][CH:11]=1)[N:8]1[CH:12]=[CH:13][CH:14]=[C:7]1[CH:6]([C:15]([CH3:18])([CH3:17])[CH3:16])[NH:5]2.[CH3:19][O:20][C:21]1[CH:29]=[C:28]([O:30][CH3:31])[CH:27]=[CH:26][C:22]=1[C:23](Cl)=[O:24]. (4) Given the product [C:1]([O:5][C:6]([N:8]1[CH2:13][CH2:12][N:11]([C:19]2[CH:18]=[N:17][CH:16]=[C:15]([Br:14])[CH:20]=2)[CH2:10][CH2:9]1)=[O:7])([CH3:4])([CH3:2])[CH3:3], predict the reactants needed to synthesize it. The reactants are: [C:1]([O:5][C:6]([N:8]1[CH2:13][CH2:12][NH:11][CH2:10][CH2:9]1)=[O:7])([CH3:4])([CH3:3])[CH3:2].[Br:14][C:15]1[CH:16]=[N:17][CH:18]=[C:19](Br)[CH:20]=1.CC(C)([O-])C.[Na+]. (5) Given the product [F:1][C:6]1[CH:25]=[C:24]([N+:26]([O-:28])=[O:27])[CH:23]=[CH:22][C:7]=1[C:8]([NH:10][CH2:11][C:12]([O:14][CH2:15][C:16]1[CH:21]=[CH:20][CH:19]=[CH:18][CH:17]=1)=[O:13])=[O:9], predict the reactants needed to synthesize it. The reactants are: [F-:1].[K+].[N+]([C:6]1[CH:25]=[C:24]([N+:26]([O-:28])=[O:27])[CH:23]=[CH:22][C:7]=1[C:8]([NH:10][CH2:11][C:12]([O:14][CH2:15][C:16]1[CH:21]=[CH:20][CH:19]=[CH:18][CH:17]=1)=[O:13])=[O:9])([O-])=O.C1OCCOCCOCCOCCOCCOC1. (6) Given the product [CH2:1]([C:3]1[CH:10]=[C:7]([CH:8]=[O:9])[CH:6]=[C:5]([CH3:11])[C:4]=1[O:12][S:15]([C:14]([F:27])([F:26])[F:13])(=[O:17])=[O:16])[CH3:2], predict the reactants needed to synthesize it. The reactants are: [CH2:1]([C:3]1[C:4]([OH:12])=[C:5]([CH3:11])[CH:6]=[C:7]([CH:10]=1)[CH:8]=[O:9])[CH3:2].[F:13][C:14]([F:27])([F:26])[S:15](O[S:15]([C:14]([F:27])([F:26])[F:13])(=[O:17])=[O:16])(=[O:17])=[O:16].